This data is from NCI-60 drug combinations with 297,098 pairs across 59 cell lines. The task is: Regression. Given two drug SMILES strings and cell line genomic features, predict the synergy score measuring deviation from expected non-interaction effect. (1) Drug 1: CC1=CC=C(C=C1)C2=CC(=NN2C3=CC=C(C=C3)S(=O)(=O)N)C(F)(F)F. Drug 2: CC1C(C(CC(O1)OC2CC(OC(C2O)C)OC3=CC4=CC5=C(C(=O)C(C(C5)C(C(=O)C(C(C)O)O)OC)OC6CC(C(C(O6)C)O)OC7CC(C(C(O7)C)O)OC8CC(C(C(O8)C)O)(C)O)C(=C4C(=C3C)O)O)O)O. Cell line: SF-295. Synergy scores: CSS=34.0, Synergy_ZIP=-0.644, Synergy_Bliss=-1.33, Synergy_Loewe=-37.8, Synergy_HSA=-0.772. (2) Drug 1: C1CNP(=O)(OC1)N(CCCl)CCCl. Drug 2: COCCOC1=C(C=C2C(=C1)C(=NC=N2)NC3=CC=CC(=C3)C#C)OCCOC.Cl. Cell line: RPMI-8226. Synergy scores: CSS=2.81, Synergy_ZIP=-0.509, Synergy_Bliss=1.18, Synergy_Loewe=-8.02, Synergy_HSA=-3.25. (3) Drug 1: C1C(C(OC1N2C=NC3=C(N=C(N=C32)Cl)N)CO)O. Drug 2: C1=NC(=NC(=O)N1C2C(C(C(O2)CO)O)O)N. Cell line: COLO 205. Synergy scores: CSS=52.5, Synergy_ZIP=-2.50, Synergy_Bliss=-3.12, Synergy_Loewe=0.0301, Synergy_HSA=2.23. (4) Drug 1: CC12CCC3C(C1CCC2=O)CC(=C)C4=CC(=O)C=CC34C. Drug 2: C(CC(=O)O)C(=O)CN.Cl. Cell line: NCI/ADR-RES. Synergy scores: CSS=55.3, Synergy_ZIP=-0.871, Synergy_Bliss=-2.23, Synergy_Loewe=-20.1, Synergy_HSA=-2.22. (5) Drug 1: C(=O)(N)NO. Drug 2: CN1C2=C(C=C(C=C2)N(CCCl)CCCl)N=C1CCCC(=O)O.Cl. Cell line: UACC-257. Synergy scores: CSS=2.19, Synergy_ZIP=0.244, Synergy_Bliss=2.04, Synergy_Loewe=-0.0919, Synergy_HSA=-0.845. (6) Drug 1: C1CCC(C1)C(CC#N)N2C=C(C=N2)C3=C4C=CNC4=NC=N3. Drug 2: CC1C(C(=O)NC(C(=O)N2CCCC2C(=O)N(CC(=O)N(C(C(=O)O1)C(C)C)C)C)C(C)C)NC(=O)C3=C4C(=C(C=C3)C)OC5=C(C(=O)C(=C(C5=N4)C(=O)NC6C(OC(=O)C(N(C(=O)CN(C(=O)C7CCCN7C(=O)C(NC6=O)C(C)C)C)C)C(C)C)C)N)C. Cell line: SW-620. Synergy scores: CSS=38.7, Synergy_ZIP=23.9, Synergy_Bliss=27.3, Synergy_Loewe=24.8, Synergy_HSA=24.6. (7) Drug 1: C1=NNC2=C1C(=O)NC=N2. Drug 2: C1CCC(C(C1)N)N.C(=O)(C(=O)[O-])[O-].[Pt+4]. Cell line: SF-268. Synergy scores: CSS=13.0, Synergy_ZIP=-0.386, Synergy_Bliss=2.75, Synergy_Loewe=-8.19, Synergy_HSA=0.324. (8) Drug 1: C1CN(CCN1C(=O)CCBr)C(=O)CCBr. Drug 2: C1=NNC2=C1C(=O)NC=N2. Cell line: HCC-2998. Synergy scores: CSS=20.5, Synergy_ZIP=1.15, Synergy_Bliss=-0.738, Synergy_Loewe=-0.353, Synergy_HSA=1.70. (9) Drug 1: CCN(CC)CCNC(=O)C1=C(NC(=C1C)C=C2C3=C(C=CC(=C3)F)NC2=O)C. Drug 2: C(CN)CNCCSP(=O)(O)O. Cell line: IGROV1. Synergy scores: CSS=-5.48, Synergy_ZIP=3.38, Synergy_Bliss=0.323, Synergy_Loewe=-6.65, Synergy_HSA=-6.63. (10) Drug 1: CN(CCCl)CCCl.Cl. Drug 2: CC(C)NC(=O)C1=CC=C(C=C1)CNNC.Cl. Cell line: CCRF-CEM. Synergy scores: CSS=35.2, Synergy_ZIP=0.425, Synergy_Bliss=-0.119, Synergy_Loewe=-40.4, Synergy_HSA=-1.62.